This data is from Reaction yield outcomes from USPTO patents with 853,638 reactions. The task is: Predict the reaction yield, written as a fraction of the theoretical maximum amount of product (1.0 means a 100% yield; for example, 0.34 means a 34% yield). (1) The reactants are O.O.[Sn](Cl)Cl.[N+:6]([C:9]1[C:10]([N+:17]([O-])=O)=[C:11]([O:15][CH3:16])[CH:12]=[CH:13][CH:14]=1)([O-])=O.[OH-].[Na+]. The catalyst is CCOC(C)=O. The product is [NH2:6][C:9]1[C:10]([NH2:17])=[C:11]([O:15][CH3:16])[CH:12]=[CH:13][CH:14]=1. The yield is 0.520. (2) The reactants are [SH:1][CH2:2][CH2:3][OH:4].[O:5]=[C:6]([C:15]1[CH:24]=[CH:23][C:18]2[NH:19][C:20](=[O:22])[NH:21][C:17]=2[CH:16]=1)[CH2:7]SCCC(OC)=O.C(=O)([O-])[O-].[K+].[K+]. The catalyst is O1CCCC1. The product is [OH:4][CH2:3][CH2:2][S:1][CH2:7][C:6]([C:15]1[CH:24]=[CH:23][C:18]2[NH:19][C:20](=[O:22])[NH:21][C:17]=2[CH:16]=1)=[O:5]. The yield is 0.300. (3) The catalyst is CC#N. The reactants are [Cl:1][C:2]1[CH:3]=[CH:4][C:5]([NH:29][C:30]([CH:32]2[CH2:34][CH2:33]2)=[O:31])=[C:6]2[C:10]=1[CH2:9][N:8]([CH:11]([C:17]1[CH:22]=[CH:21][C:20]([O:23][CH3:24])=[C:19]([O:25][CH2:26][CH3:27])[CH:18]=1)[CH2:12][C:13](=[O:16])[NH:14][OH:15])[C:7]2=[O:28].[C:35](OC(=O)C)(=[O:37])[CH3:36]. The product is [C:35]([O:15][NH:14][C:13]([CH2:12][C@@H:11]([N:8]1[C:7](=[O:28])[C:6]2[C:10](=[C:2]([Cl:1])[CH:3]=[CH:4][C:5]=2[NH:29][C:30]([CH:32]2[CH2:33][CH2:34]2)=[O:31])[CH2:9]1)[C:17]1[CH:22]=[CH:21][C:20]([O:23][CH3:24])=[C:19]([O:25][CH2:26][CH3:27])[CH:18]=1)=[O:16])(=[O:37])[CH3:36]. The yield is 0.800.